This data is from NCI-60 drug combinations with 297,098 pairs across 59 cell lines. The task is: Regression. Given two drug SMILES strings and cell line genomic features, predict the synergy score measuring deviation from expected non-interaction effect. (1) Synergy scores: CSS=48.1, Synergy_ZIP=-2.84, Synergy_Bliss=-2.95, Synergy_Loewe=-10.9, Synergy_HSA=-1.72. Drug 2: CCC1=CC2CC(C3=C(CN(C2)C1)C4=CC=CC=C4N3)(C5=C(C=C6C(=C5)C78CCN9C7C(C=CC9)(C(C(C8N6C)(C(=O)OC)O)OC(=O)C)CC)OC)C(=O)OC.C(C(C(=O)O)O)(C(=O)O)O. Cell line: RXF 393. Drug 1: C1CCN(CC1)CCOC2=CC=C(C=C2)C(=O)C3=C(SC4=C3C=CC(=C4)O)C5=CC=C(C=C5)O. (2) Drug 1: C1=CC=C(C=C1)NC(=O)CCCCCCC(=O)NO. Drug 2: CN1C(=O)N2C=NC(=C2N=N1)C(=O)N. Cell line: SK-OV-3. Synergy scores: CSS=49.9, Synergy_ZIP=5.02, Synergy_Bliss=2.65, Synergy_Loewe=-70.1, Synergy_HSA=-2.75. (3) Drug 1: CCC1=CC2CC(C3=C(CN(C2)C1)C4=CC=CC=C4N3)(C5=C(C=C6C(=C5)C78CCN9C7C(C=CC9)(C(C(C8N6C)(C(=O)OC)O)OC(=O)C)CC)OC)C(=O)OC.C(C(C(=O)O)O)(C(=O)O)O. Drug 2: C1CC(C1)(C(=O)O)C(=O)O.[NH2-].[NH2-].[Pt+2]. Cell line: T-47D. Synergy scores: CSS=35.5, Synergy_ZIP=-8.53, Synergy_Bliss=-3.58, Synergy_Loewe=-10.5, Synergy_HSA=-1.98. (4) Drug 1: CN1CCC(CC1)COC2=C(C=C3C(=C2)N=CN=C3NC4=C(C=C(C=C4)Br)F)OC. Drug 2: CC1=CC=C(C=C1)C2=CC(=NN2C3=CC=C(C=C3)S(=O)(=O)N)C(F)(F)F. Cell line: SW-620. Synergy scores: CSS=5.97, Synergy_ZIP=-1.23, Synergy_Bliss=1.75, Synergy_Loewe=0.519, Synergy_HSA=0.535.